Regression. Given a peptide amino acid sequence and an MHC pseudo amino acid sequence, predict their binding affinity value. This is MHC class II binding data. From a dataset of Peptide-MHC class II binding affinity with 134,281 pairs from IEDB. The peptide sequence is SKFSNRRYLCTVTTK. The MHC is H-2-IAb with pseudo-sequence H-2-IAb. The binding affinity (normalized) is 0.116.